Task: Predict the reactants needed to synthesize the given product.. Dataset: Full USPTO retrosynthesis dataset with 1.9M reactions from patents (1976-2016) Given the product [C-:1]1([NH:16][C:28](=[O:29])[C:27]2[CH:31]=[CH:32][C:24]([S:23][C:22]([F:34])([F:33])[F:21])=[CH:25][CH:26]=2)[CH:2]=[CH:3][CH:4]=[CH:5]1.[CH-:8]1[CH:12]=[CH:11][CH:10]=[CH:9]1.[Fe+2:13], predict the reactants needed to synthesize it. The reactants are: [C-:1]1(CN)[CH:5]=[CH:4][CH:3]=[CH:2]1.[CH-:8]1[CH:12]=[CH:11][CH:10]=[CH:9]1.[Fe+2:13].CC[N:16](CC)CC.[F:21][C:22]([F:34])([F:33])[S:23][C:24]1[CH:32]=[CH:31][C:27]([C:28](Cl)=[O:29])=[CH:26][CH:25]=1.